This data is from Full USPTO retrosynthesis dataset with 1.9M reactions from patents (1976-2016). The task is: Predict the reactants needed to synthesize the given product. Given the product [N:1]1([CH2:6][CH2:7][O:8][C:9]2[CH:10]=[C:11]3[C:16](=[CH:17][CH:18]=2)[C:15](=[N:25][O:24][CH2:23][C:20]([OH:22])=[O:21])[CH2:14][CH2:13][CH2:12]3)[CH:5]=[CH:4][N:3]=[CH:2]1, predict the reactants needed to synthesize it. The reactants are: [N:1]1([CH2:6][CH2:7][O:8][C:9]2[CH:10]=[C:11]3[C:16](=[CH:17][CH:18]=2)[C:15](=O)[CH2:14][CH2:13][CH2:12]3)[CH:5]=[CH:4][N:3]=[CH:2]1.[C:20]([CH2:23][O:24][NH2:25])([OH:22])=[O:21].Cl.